This data is from Forward reaction prediction with 1.9M reactions from USPTO patents (1976-2016). The task is: Predict the product of the given reaction. (1) Given the reactants [NH2:1][C@H:2]1[CH2:7][CH2:6][CH2:5][CH2:4][C@H:3]1[NH:8][C:9]1[CH:10]=[C:11]([NH:17][C:18]2[CH:19]=[N:20][N:21]([CH3:23])[CH:22]=2)[C:12]([C:15]#[N:16])=[N:13][CH:14]=1.CS(C)=[O:26].[OH-].[Na+].OO, predict the reaction product. The product is: [NH2:1][C@H:2]1[CH2:7][CH2:6][CH2:5][CH2:4][C@H:3]1[NH:8][C:9]1[CH:10]=[C:11]([NH:17][C:18]2[CH:19]=[N:20][N:21]([CH3:23])[CH:22]=2)[C:12]([C:15]([NH2:16])=[O:26])=[N:13][CH:14]=1. (2) Given the reactants [Cl:1][C:2]1[C:7]([C:8]([NH:10][CH2:11][C:12](=[O:14])[CH3:13])=[O:9])=[C:6](Cl)[N:5]=[CH:4][N:3]=1.[NH3:16], predict the reaction product. The product is: [NH2:16][C:6]1[C:7]([C:8]([NH:10][CH2:11][C:12](=[O:14])[CH3:13])=[O:9])=[C:2]([Cl:1])[N:3]=[CH:4][N:5]=1. (3) Given the reactants [C:1]([CH2:3][CH2:4][N:5]([CH2:10][C:11]1[CH:16]=[CH:15][CH:14]=[C:13]([CH2:17][N:18]([CH2:23][CH2:24][C:25]#[N:26])[CH2:19][CH2:20][C:21]#[N:22])[CH:12]=1)[CH2:6][CH2:7][C:8]#[N:9])#[N:2].[H][H], predict the reaction product. The product is: [NH2:22][CH2:21][CH2:20][CH2:19][N:18]([CH2:17][C:13]1[CH:14]=[CH:15][CH:16]=[C:11]([CH2:10][N:5]([CH2:4][CH2:3][CH2:1][NH2:2])[CH2:6][CH2:7][CH2:8][NH2:9])[CH:12]=1)[CH2:23][CH2:24][CH2:25][NH2:26]. (4) Given the reactants [Br:1][C:2]1[CH:7]=[CH:6][C:5]([C:8]2[O:12][N:11]=[C:10]([CH3:13])[C:9]=2[NH2:14])=[CH:4][CH:3]=1.[CH2:15]([CH2:25][C:26](=O)[CH3:27])[C:16]1[CH:24]=[CH:23][C:22]2[O:21][CH2:20][O:19][C:18]=2[CH:17]=1, predict the reaction product. The product is: [O:21]1[C:22]2[CH:23]=[CH:24][C:16]([CH2:15][CH2:25][CH:26]([NH:14][C:9]3[C:10]([CH3:13])=[N:11][O:12][C:8]=3[C:5]3[CH:4]=[CH:3][C:2]([Br:1])=[CH:7][CH:6]=3)[CH3:27])=[CH:17][C:18]=2[O:19][CH2:20]1. (5) Given the reactants [C:1]([C:3]1[CH:4]=[C:5]([NH:14][C:15](=[O:17])[CH3:16])[CH:6]=[CH:7][C:8]=1[S:9]([CH2:12][CH3:13])(=[O:11])=[O:10])#[N:2], predict the reaction product. The product is: [NH2:2][CH2:1][C:3]1[CH:4]=[C:5]([NH:14][C:15](=[O:17])[CH3:16])[CH:6]=[CH:7][C:8]=1[S:9]([CH2:12][CH3:13])(=[O:11])=[O:10].